From a dataset of Forward reaction prediction with 1.9M reactions from USPTO patents (1976-2016). Predict the product of the given reaction. (1) Given the reactants ClC1C=CC=C(C(OO)=[O:9])C=1.[Cl:12][C:13]1[C:14]([F:37])=[C:15]([S:19]([N:22]2[CH2:27][CH2:26][CH2:25][C@H:24]([NH:28][C:29]([N:31]3[CH2:36][CH2:35][S:34][CH2:33][CH2:32]3)=[O:30])[CH2:23]2)(=[O:21])=[O:20])[CH:16]=[CH:17][CH:18]=1.C(Cl)Cl, predict the reaction product. The product is: [Cl:12][C:13]1[C:14]([F:37])=[C:15]([S:19]([N:22]2[CH2:27][CH2:26][CH2:25][C@H:24]([NH:28][C:29]([N:31]3[CH2:32][CH2:33][S:34](=[O:9])[CH2:35][CH2:36]3)=[O:30])[CH2:23]2)(=[O:20])=[O:21])[CH:16]=[CH:17][CH:18]=1. (2) Given the reactants [CH3:1][O:2][C:3](=[O:16])[C:4]1[C:9]([CH3:10])=[CH:8][C:7]([O:11][CH2:12][CH2:13][CH3:14])=[CH:6][C:5]=1[OH:15].Br[CH2:18][C:19]1[CH:38]=[CH:37][C:22]([O:23][CH2:24][C:25]2[N:26]=[C:27]([C:31]3[CH:36]=[CH:35][CH:34]=[CH:33][CH:32]=3)[O:28][C:29]=2[CH3:30])=[CH:21][CH:20]=1.C(=O)([O-])[O-].[K+].[K+].CCOC(C)=O, predict the reaction product. The product is: [CH3:1][O:2][C:3](=[O:16])[C:4]1[C:5]([O:15][CH2:18][C:19]2[CH:20]=[CH:21][C:22]([O:23][CH2:24][C:25]3[N:26]=[C:27]([C:31]4[CH:36]=[CH:35][CH:34]=[CH:33][CH:32]=4)[O:28][C:29]=3[CH3:30])=[CH:37][CH:38]=2)=[CH:6][C:7]([O:11][CH2:12][CH2:13][CH3:14])=[CH:8][C:9]=1[CH3:10]. (3) Given the reactants C(N(C(C)C)CC)(C)C.Cl[C:11]1[N:16]=[C:15]([NH:17][C:18]2[C:19]([O:24][CH3:25])=[N:20][CH:21]=[CH:22][CH:23]=2)[C:14]([N+:26]([O-:28])=[O:27])=[CH:13][CH:12]=1.Cl.[F:30][C:31]1[CH:32]=[CH:33][C:34]([C@@H:37]([NH2:39])[CH3:38])=[N:35][CH:36]=1, predict the reaction product. The product is: [F:30][C:31]1[CH:32]=[CH:33][C:34]([C@@H:37]([NH:39][C:11]2[N:16]=[C:15]([NH:17][C:18]3[C:19]([O:24][CH3:25])=[N:20][CH:21]=[CH:22][CH:23]=3)[C:14]([N+:26]([O-:28])=[O:27])=[CH:13][CH:12]=2)[CH3:38])=[N:35][CH:36]=1. (4) The product is: [CH3:17][CH:15]1[CH2:16][N:12]([C:9]2[CH:10]=[C:11]3[C:6](=[CH:7][CH:8]=2)[CH:5]=[N:4][CH:3]=[C:2]3[C:28]2[CH:27]=[CH:26][C:25]([C:23]3[CH:22]=[N:21][N:20]([CH3:19])[CH:24]=3)=[CH:30][CH:29]=2)[C:13](=[O:18])[CH2:14]1. Given the reactants Cl[C:2]1[C:11]2[C:6](=[CH:7][CH:8]=[C:9]([N:12]3[CH2:16][CH:15]([CH3:17])[CH2:14][C:13]3=[O:18])[CH:10]=2)[CH:5]=[N:4][CH:3]=1.[CH3:19][N:20]1[CH:24]=[C:23]([C:25]2[CH:30]=[CH:29][C:28](B3OC(C)(C)C(C)(C)O3)=[CH:27][CH:26]=2)[CH:22]=[N:21]1.C(=O)([O-])[O-].[Na+].[Na+].C(#N)C, predict the reaction product. (5) The product is: [CH2:1]([N:8]([CH3:38])[N:9]1[C:17]2[C:12](=[N:13][CH:14]=[C:15]([C:18]3[CH:19]=[N:20][N:21]([CH:23]4[CH2:24][CH2:25][NH:26][CH2:27][CH2:28]4)[CH:22]=3)[CH:16]=2)[CH:11]=[CH:10]1)[C:2]1[CH:3]=[CH:4][CH:5]=[CH:6][CH:7]=1. Given the reactants [CH2:1]([NH:8][N:9]1[C:17]2[C:12](=[N:13][CH:14]=[C:15]([C:18]3[CH:19]=[N:20][N:21]([CH:23]4[CH2:28][CH2:27][N:26](C(OC(C)(C)C)=O)[CH2:25][CH2:24]4)[CH:22]=3)[CH:16]=2)[CH:11]=[CH:10]1)[C:2]1[CH:7]=[CH:6][CH:5]=[CH:4][CH:3]=1.[H-].[Na+].[CH3:38]I, predict the reaction product.